This data is from Reaction yield outcomes from USPTO patents with 853,638 reactions. The task is: Predict the reaction yield, written as a fraction of the theoretical maximum amount of product (1.0 means a 100% yield; for example, 0.34 means a 34% yield). (1) The reactants are C(O)(=O)C.Br.[CH2:6]([C:8]1[CH:13]=[C:12](CC#N)[CH:11]=[CH:10][C:9]=1[C:17]1[CH:22]=[CH:21][C:20]([O:23]C)=[CH:19][CH:18]=1)[CH3:7].[C:25]([O:28][CH2:29]C)(=[O:27])[CH3:26]. No catalyst specified. The product is [CH2:6]([C:8]1[CH:13]=[C:12]([CH2:26][C:25]([O:28][CH3:29])=[O:27])[CH:11]=[CH:10][C:9]=1[C:17]1[CH:18]=[CH:19][C:20]([OH:23])=[CH:21][CH:22]=1)[CH3:7]. The yield is 0.850. (2) The reactants are [CH3:1][C:2]1[N:7]=[C:6]2[S:8][C:9]3[CH:15]=[CH:14][CH:13]=[CH:12][CH2:11][C:10]=3[C:5]2=[C:4]([C:16]2[CH:21]=[CH:20][C:19]([CH3:22])=[CH:18][CH:17]=2)[C:3]=1[CH:23]([CH2:28][CH2:29][CH3:30])[C:24]([O:26]C)=[O:25].[OH-].[Na+]. The catalyst is CO.O. The product is [CH3:1][C:2]1[N:7]=[C:6]2[S:8][C:9]3[CH:15]=[CH:14][CH:13]=[CH:12][CH2:11][C:10]=3[C:5]2=[C:4]([C:16]2[CH:17]=[CH:18][C:19]([CH3:22])=[CH:20][CH:21]=2)[C:3]=1[CH:23]([CH2:28][CH2:29][CH3:30])[C:24]([OH:26])=[O:25]. The yield is 0.900. (3) The reactants are Cl[C:2]1[C:3]([CH3:22])=[CH:4][C:5]2[N:6]([C:8]([C:11]3[CH:16]=[CH:15][CH:14]=[C:13]([O:17][C:18]([F:21])([F:20])[F:19])[CH:12]=3)=[CH:9][N:10]=2)[N:7]=1.[CH3:23][N:24]1[CH2:29][CH2:28][CH:27]([CH2:30][OH:31])[CH2:26][CH2:25]1.CC([O-])(C)C.[Na+]. The catalyst is C1C=CC(/C=C/C(/C=C/C2C=CC=CC=2)=O)=CC=1.C1C=CC(/C=C/C(/C=C/C2C=CC=CC=2)=O)=CC=1.C1C=CC(/C=C/C(/C=C/C2C=CC=CC=2)=O)=CC=1.[Pd].[Pd].C1(C)C=CC=CC=1. The product is [CH3:22][C:3]1[C:2]([O:31][CH2:30][CH:27]2[CH2:28][CH2:29][N:24]([CH3:23])[CH2:25][CH2:26]2)=[N:7][N:6]2[C:8]([C:11]3[CH:16]=[CH:15][CH:14]=[C:13]([O:17][C:18]([F:21])([F:20])[F:19])[CH:12]=3)=[CH:9][N:10]=[C:5]2[CH:4]=1. The yield is 0.112. (4) The reactants are C[O:2][C:3](=[O:31])[CH:4]([NH:16][C:17]1[CH:22]=[CH:21][CH:20]=[CH:19][C:18]=1[C:23](=[O:30])[C:24]1[CH:29]=[CH:28][CH:27]=[N:26][CH:25]=1)[CH2:5][C:6]1[CH:11]=[CH:10][C:9]([O:12][CH2:13][CH2:14]Br)=[CH:8][CH:7]=1.[CH:32]1[C:44]2[NH:43][C:42]3[C:37](=[CH:38][CH:39]=[CH:40][CH:41]=3)[C:36]=2[CH:35]=[CH:34][CH:33]=1.[OH-].[Na+]. The catalyst is C1C=CC=CC=1.[Br-].C([N+](CCCC)(CCCC)CCCC)CCC. The product is [C:23]([C:18]1[CH:19]=[CH:20][CH:21]=[CH:22][C:17]=1[NH:16][CH:4]([CH2:5][C:6]1[CH:7]=[CH:8][C:9]([O:12][CH2:13][CH2:14][C:41]2[C:42]3[NH:43][C:44]4[C:36](=[CH:35][CH:34]=[CH:33][CH:32]=4)[C:37]=3[CH:38]=[CH:39][CH:40]=2)=[CH:10][CH:11]=1)[C:3]([OH:2])=[O:31])(=[O:30])[C:24]1[CH:29]=[CH:28][CH:27]=[N:26][CH:25]=1. The yield is 0.180. (5) The reactants are [CH:1]1([C:6]([C:8]2[CH:13]=[C:12]([CH3:14])[CH:11]=[CH:10][C:9]=2[NH:15][C:16](=[O:30])[NH:17][C:18]2[S:19][CH:20]=[C:21]([CH2:23][CH2:24]OS(C)(=O)=O)[N:22]=2)=[O:7])[CH2:5][CH2:4][CH2:3][CH2:2]1.[NH:31]1[CH2:36][CH2:35][NH:34][CH2:33][CH2:32]1. No catalyst specified. The product is [CH:1]1([C:6]([C:8]2[CH:13]=[C:12]([CH3:14])[CH:11]=[CH:10][C:9]=2[NH:15][C:16]([NH:17][C:18]2[S:19][CH:20]=[C:21]([CH2:23][CH2:24][N:31]3[CH2:36][CH2:35][NH:34][CH2:33][CH2:32]3)[N:22]=2)=[O:30])=[O:7])[CH2:2][CH2:3][CH2:4][CH2:5]1. The yield is 0.700. (6) The reactants are [NH2:1][C:2]1[CH:3]=[C:4]([N:8]2[CH2:13][CH2:12][N:11]([CH2:14][CH2:15][C:16]3[N:17]([CH2:23][CH:24]4[CH2:29][CH2:28][CH2:27][CH2:26][CH2:25]4)[C:18](=[O:22])[N:19]([CH3:21])[N:20]=3)[CH2:10][CH2:9]2)[CH:5]=[CH:6][CH:7]=1.[C:30](OC(=O)C)(=[O:32])[CH3:31].C1(C)C=CC=CC=1. The catalyst is N1C=CC=CC=1. The product is [CH:24]1([CH2:23][N:17]2[C:18](=[O:22])[N:19]([CH3:21])[N:20]=[C:16]2[CH2:15][CH2:14][N:11]2[CH2:10][CH2:9][N:8]([C:4]3[CH:3]=[C:2]([NH:1][C:30](=[O:32])[CH3:31])[CH:7]=[CH:6][CH:5]=3)[CH2:13][CH2:12]2)[CH2:29][CH2:28][CH2:27][CH2:26][CH2:25]1. The yield is 0.270. (7) The reactants are [Br:1][C:2]1[CH:3]=[C:4]([N:10]2[C:14]3=[N:15][CH:16]=[CH:17][CH:18]=[C:13]3[C:12]([C:19]([O:21][CH3:22])=[O:20])=[N:11]2)[CH:5]=[C:6]([CH2:8]Cl)[CH:7]=1.[CH3:23][N:24](C)C=O. The catalyst is O. The product is [Br:1][C:2]1[CH:3]=[C:4]([N:10]2[C:14]3=[N:15][CH:16]=[CH:17][CH:18]=[C:13]3[C:12]([C:19]([O:21][CH3:22])=[O:20])=[N:11]2)[CH:5]=[C:6]([CH2:8][C:23]#[N:24])[CH:7]=1. The yield is 0.560. (8) The reactants are [CH2:1]([N:3]([C@H:14]1[CH2:19][CH2:18][C@H:17]([C:20]([O:29][Si](CC)(CC)CC)([C:25]([F:28])([F:27])[F:26])[C:21]([F:24])([F:23])[F:22])[CH2:16][CH2:15]1)[S:4]([C:7]1[N:8]=[C:9]([CH3:13])[N:10]([CH3:12])[CH:11]=1)(=[O:6])=[O:5])[CH3:2].CCCC[N+](CCCC)(CCCC)CCCC.[F-]. The catalyst is C1COCC1. The product is [CH2:1]([N:3]([C@H:14]1[CH2:15][CH2:16][C@H:17]([C:20]([OH:29])([C:25]([F:28])([F:26])[F:27])[C:21]([F:23])([F:24])[F:22])[CH2:18][CH2:19]1)[S:4]([C:7]1[N:8]=[C:9]([CH3:13])[N:10]([CH3:12])[CH:11]=1)(=[O:6])=[O:5])[CH3:2]. The yield is 0.250. (9) The reactants are [CH3:1][N:2]1[CH:6]=[C:5]([C:7]2[CH:12]=[C:11]([O:13][C:14]3[CH:15]=[CH:16][C:17]([NH2:20])=[N:18][CH:19]=3)[CH:10]=[CH:9][N:8]=2)[CH:4]=[N:3]1.[CH3:21][C:22]1([CH3:37])[CH2:27][CH:26]([N:28]2[CH2:32][CH2:31][N:30]([C:33](Cl)=[O:34])[C:29]2=[O:36])[CH2:25][CH2:24][O:23]1. The catalyst is C(Cl)Cl. The product is [CH3:21][C:22]1([CH3:37])[CH2:27][CH:26]([N:28]2[CH2:32][CH2:31][N:30]([C:33]([NH:20][C:17]3[CH:16]=[CH:15][C:14]([O:13][C:11]4[CH:10]=[CH:9][N:8]=[C:7]([C:5]5[CH:4]=[N:3][N:2]([CH3:1])[CH:6]=5)[CH:12]=4)=[CH:19][N:18]=3)=[O:34])[C:29]2=[O:36])[CH2:25][CH2:24][O:23]1. The yield is 0.670.